From a dataset of Peptide-MHC class II binding affinity with 134,281 pairs from IEDB. Regression. Given a peptide amino acid sequence and an MHC pseudo amino acid sequence, predict their binding affinity value. This is MHC class II binding data. (1) The peptide sequence is PDTTCSEIEEFRDRA. The MHC is DRB5_0101 with pseudo-sequence DRB5_0101. The binding affinity (normalized) is 0.490. (2) The peptide sequence is SQDLELSWNLNGKQAY. The MHC is DRB1_0401 with pseudo-sequence DRB1_0401. The binding affinity (normalized) is 0.814. (3) The peptide sequence is HLGKLELDFNYCEGT. The MHC is DRB1_1302 with pseudo-sequence DRB1_1302. The binding affinity (normalized) is 0.302. (4) The peptide sequence is DVFYNGAYFVSSGKY. The MHC is DRB1_0802 with pseudo-sequence DRB1_0802. The binding affinity (normalized) is 0.280.